The task is: Predict the reaction yield, written as a fraction of the theoretical maximum amount of product (1.0 means a 100% yield; for example, 0.34 means a 34% yield).. This data is from Reaction yield outcomes from USPTO patents with 853,638 reactions. (1) The reactants are [CH2:1]1[CH:9]2[N:4]([CH2:5][CH:6]=[C:7]([C:10]3[C:18]4[C:13](=[CH:14][CH:15]=[N:16][CH:17]=4)[NH:12][CH:11]=3)[CH2:8]2)[CH2:3][CH2:2]1.C[Si]([N-][Si](C)(C)C)(C)C.[Na+].[Cl:29][C:30]1[CH:38]=[CH:37][CH:36]=[CH:35][C:31]=1[C:32](Cl)=[O:33]. The catalyst is C1COCC1. The product is [Cl:29][C:30]1[CH:38]=[CH:37][CH:36]=[CH:35][C:31]=1[C:32]([N:12]1[C:13]2[C:18](=[CH:17][N:16]=[CH:15][CH:14]=2)[C:10]([C:7]2[CH2:8][CH:9]3[N:4]([CH2:3][CH2:2][CH2:1]3)[CH2:5][CH:6]=2)=[CH:11]1)=[O:33]. The yield is 0.564. (2) The product is [F:20][C:16]1[CH:15]=[C:14]([C:4]2[C:5]([C:7]3[CH:12]=[CH:11][C:10]([F:13])=[CH:9][CH:8]=3)=[N:22][NH:2][CH:3]=2)[CH:19]=[CH:18][N:17]=1. The catalyst is C(O)C.O. The yield is 0.780. The reactants are C[N:2](C)[CH:3]=[C:4]([C:14]1[CH:19]=[CH:18][N:17]=[C:16]([F:20])[CH:15]=1)[C:5]([C:7]1[CH:12]=[CH:11][C:10]([F:13])=[CH:9][CH:8]=1)=O.[NH2:22]N.CCOC(C)=O.CCCCCC. (3) The reactants are [CH2:1]([C:5]1[N:6]([CH2:15][C:16]2[CH:21]=[CH:20][C:19]([C:22]3[C:23]([C:28]#[N:29])=[CH:24][CH:25]=[CH:26][CH:27]=3)=[CH:18][CH:17]=2)[C:7](=[O:14])[C:8]([CH:12]=C)=[C:9]([CH3:11])[N:10]=1)[CH2:2][CH2:3][CH3:4].I([O-])(=O)(=O)=[O:31].[Na+].C(#N)C.O. The catalyst is CC(C)=O.[Os](=O)(=O)(=O)=O. The product is [CH2:1]([C:5]1[N:6]([CH2:15][C:16]2[CH:17]=[CH:18][C:19]([C:22]3[C:23]([C:28]#[N:29])=[CH:24][CH:25]=[CH:26][CH:27]=3)=[CH:20][CH:21]=2)[C:7](=[O:14])[C:8]([CH:12]=[O:31])=[C:9]([CH3:11])[N:10]=1)[CH2:2][CH2:3][CH3:4]. The yield is 0.710. (4) The reactants are [NH2:1][C:2](=O)[CH2:3][C:4]([CH3:14])([CH3:13])[CH2:5][C:6]([O:8][C:9]([CH3:12])([CH3:11])[CH3:10])=[O:7].N1C=CC=CC=1.FC(F)(F)C(OC(=O)C(F)(F)F)=O.C(OCC)(=O)C. The catalyst is O1CCOCC1. The product is [C:2]([CH2:3][C:4]([CH3:14])([CH3:13])[CH2:5][C:6]([O:8][C:9]([CH3:12])([CH3:11])[CH3:10])=[O:7])#[N:1]. The yield is 0.720. (5) The reactants are [CH3:1][C:2]1[CH:7]=[CH:6][N:5]=[CH:4][C:3]=1[N:8]1[CH2:12][CH2:11][NH:10][C:9]1=[O:13].Br[C:15]1[CH:16]=[N:17][C:18]2[C:23]([CH:24]=1)=[CH:22][CH:21]=[CH:20][CH:19]=2.N[C@@H]1CCCC[C@H]1N.C(=O)([O-])[O-].[K+].[K+]. The catalyst is [Cu](I)I.O1CCOCC1. The product is [CH3:1][C:2]1[CH:7]=[CH:6][N:5]=[CH:4][C:3]=1[N:8]1[CH2:12][CH2:11][N:10]([C:15]2[CH:16]=[N:17][C:18]3[C:23]([CH:24]=2)=[CH:22][CH:21]=[CH:20][CH:19]=3)[C:9]1=[O:13]. The yield is 0.738. (6) The reactants are Br[C:2]1[S:3][C:4]([C:7]([C:9]2[C:17]3[C:12](=[N:13][CH:14]=[CH:15][CH:16]=3)[NH:11][CH:10]=2)=[O:8])=[CH:5][N:6]=1.[Cl:18][C:19]1[CH:26]=[CH:25][C:22]([CH2:23][NH2:24])=[CH:21][CH:20]=1.C(N(CC)C(C)C)(C)C.O. The catalyst is O1CCCC1. The product is [Cl:18][C:19]1[CH:26]=[CH:25][C:22]([CH2:23][NH:24][C:2]2[S:3][C:4]([C:7]([C:9]3[C:17]4[C:12](=[N:13][CH:14]=[CH:15][CH:16]=4)[NH:11][CH:10]=3)=[O:8])=[CH:5][N:6]=2)=[CH:21][CH:20]=1. The yield is 0.300. (7) The reactants are [Br:1][C:2]1[CH:7]=[CH:6][C:5]([NH:8][C:9]([C:16]2[CH:21]=[CH:20][CH:19]=[CH:18][CH:17]=2)=[CH:10][C:11]([O:13]CC)=O)=[CH:4][C:3]=1[O:22][CH3:23].CCCCCC. The product is [Br:1][C:2]1[CH:7]=[C:6]2[C:5](=[CH:4][C:3]=1[O:22][CH3:23])[NH:8][C:9]([C:16]1[CH:17]=[CH:18][CH:19]=[CH:20][CH:21]=1)=[CH:10][C:11]2=[O:13]. The yield is 0.880. The catalyst is C1C=CC(C2C=CC=CC=2)=CC=1.C1C=CC(OC2C=CC=CC=2)=CC=1.